From a dataset of Drug half-life prediction data from Obach et al.. Regression/Classification. Given a drug SMILES string, predict its absorption, distribution, metabolism, or excretion properties. Task type varies by dataset: regression for continuous measurements (e.g., permeability, clearance, half-life) or binary classification for categorical outcomes (e.g., BBB penetration, CYP inhibition). For this dataset (half_life_obach), we predict log10(half-life) (log10 of half-life in hours). (1) The molecule is Cc1cccc(C)c1NC(=O)C1CCCCN1C. The log10(half-life) is 0.300. (2) The molecule is CC(=O)NC[C@H]1CN(c2ccc(N3CCOCC3)c(F)c2)C(=O)O1. The log10(half-life) is 0.650. (3) The compound is C[C@@](O)(/C=C/[C@@H]1CC=CC(=O)O1)[C@@H](C[C@@H](O)/C=C\C=C/C=C/CO)OP(=O)(O)O. The log10(half-life) is 0.180. (4) The compound is NS(=O)(=O)c1cc(C(=O)O)cc(N2CCCC2)c1Oc1ccccc1. The log10(half-life) is 0.110. (5) The molecule is COc1ccc([C@@H]2Sc3ccccc3N(CCN(C)C)C(=O)[C@@H]2OC(C)=O)cc1. The log10(half-life) is 0.750. (6) The molecule is CNCCCC12CCC(c3ccccc31)c1ccccc12. The log10(half-life) is 1.71. (7) The molecule is Cc1c(OCC(F)(F)F)ccnc1C[S+]([O-])c1nc2ccccc2[nH]1. The log10(half-life) is 0. (8) The compound is OC(CNCC(O)C1CCc2cc(F)ccc2O1)C1CCc2cc(F)ccc2O1. The log10(half-life) is 1.00. (9) The drug is CCCCNc1cc(C(=O)O)cc(S(N)(=O)=O)c1Oc1ccccc1. The log10(half-life) is 0.0800.